Dataset: Reaction yield outcomes from USPTO patents with 853,638 reactions. Task: Predict the reaction yield, written as a fraction of the theoretical maximum amount of product (1.0 means a 100% yield; for example, 0.34 means a 34% yield). (1) The reactants are [F:1][C:2]([F:14])([F:13])[C:3]1[N:4]=[CH:5][NH:6][C:7]=1[C:8](OCC)=[O:9].[H-].[Al+3].[Li+].[H-].[H-].[H-]. The catalyst is C1COCC1. The product is [F:14][C:2]([F:1])([F:13])[C:3]1[N:4]=[CH:5][NH:6][C:7]=1[CH2:8][OH:9]. The yield is 0.940. (2) The reactants are F[C:2]1C=CC(N(C2C=CC(OC3C=CN=CC=3)=CC=2)C(=O)CC(N)=O)=CC=1.Cl[C:29]1[N:34]=[CH:33]N=[C:31]([O:35][C:36]2[CH:41]=[CH:40][C:39]([NH:42][C:43]([NH:45][C:46](=[O:55])[CH2:47][C:48]3[CH:53]=[CH:52][C:51]([F:54])=[CH:50][CH:49]=3)=[S:44])=[CH:38][C:37]=2F)[CH:30]=1. No catalyst specified. The product is [F:54][C:51]1[CH:52]=[CH:53][C:48]([CH2:47][C:46]([NH:45][C:43]([NH:42][C:39]2[CH:40]=[CH:41][C:36]([O:35][C:31]3[CH:2]=[CH:33][N:34]=[CH:29][CH:30]=3)=[CH:37][CH:38]=2)=[S:44])=[O:55])=[CH:49][CH:50]=1. The yield is 0.100. (3) The reactants are [CH2:1]([Mg]Br)[CH3:2].[Cl:5][C:6]1[CH:7]=[CH:8][C:9]([CH:27]=[O:28])=[C:10]2[C:14]=1[N:13]=[C:12]1[N:15]([C:19]3[C:24]([Cl:25])=[CH:23][C:22]([Cl:26])=[CH:21][N:20]=3)[CH2:16][CH2:17][CH2:18][N:11]21. The catalyst is O1CCCC1. The product is [Cl:5][C:6]1[C:14]2[N:13]=[C:12]3[N:15]([C:19]4[C:24]([Cl:25])=[CH:23][C:22]([Cl:26])=[CH:21][N:20]=4)[CH2:16][CH2:17][CH2:18][N:11]3[C:10]=2[C:9]([CH:27]([OH:28])[CH2:1][CH3:2])=[CH:8][CH:7]=1. The yield is 1.00. (4) The reactants are [CH3:1][O:2][C:3](=[O:24])[C:4]1[CH:9]=[C:8]([S:10](=[O:22])(=[O:21])[NH:11][CH2:12][CH2:13][C:14]2[CH:19]=[CH:18][C:17]([OH:20])=[CH:16][CH:15]=2)[CH:7]=[CH:6][C:5]=1[CH3:23].[Cl:25][C:26]1[CH:31]=[CH:30][C:29](B(O)O)=[CH:28][CH:27]=1.C(N(CC)CC)C. The catalyst is C(Cl)Cl. The product is [CH3:1][O:2][C:3](=[O:24])[C:4]1[CH:9]=[C:8]([S:10](=[O:22])(=[O:21])[NH:11][CH2:12][CH2:13][C:14]2[CH:19]=[CH:18][C:17]([O:20][C:29]3[CH:30]=[CH:31][C:26]([Cl:25])=[CH:27][CH:28]=3)=[CH:16][CH:15]=2)[CH:7]=[CH:6][C:5]=1[CH3:23]. The yield is 0.480. (5) The reactants are [C:1]([O:5][C:6]([N:8]1[CH2:12][CH2:11][CH2:10][CH:9]1[C:13]1[NH:14][C:15]([C:18]2[CH:30]=[CH:29][C:28]3[C:27]4[C:22](=[CH:23][C:24](Br)=[CH:25][CH:26]=4)[C:21]([F:33])([F:32])[C:20]=3[CH:19]=2)=[CH:16][N:17]=1)=[O:7])([CH3:4])([CH3:3])[CH3:2].[C:34]([O:38][C:39]([N:41]1[CH:46]([C:47]2[NH:51][C:50]3[CH:52]=[C:53](B4OC(C)(C)C(C)(C)O4)[CH:54]=[CH:55][C:49]=3[N:48]=2)[CH:45]2[CH2:65][CH:42]1[CH2:43][CH2:44]2)=[O:40])([CH3:37])([CH3:36])[CH3:35].C(=O)([O-])[O-].[K+].[K+]. The catalyst is COCCOC.O.C(OCC)(=O)C.C1C=CC(P(C2C=CC=CC=2)[C-]2C=CC=C2)=CC=1.C1C=CC(P(C2C=CC=CC=2)[C-]2C=CC=C2)=CC=1.Cl[Pd]Cl.[Fe+2].C1C=CC([P]([Pd]([P](C2C=CC=CC=2)(C2C=CC=CC=2)C2C=CC=CC=2)([P](C2C=CC=CC=2)(C2C=CC=CC=2)C2C=CC=CC=2)[P](C2C=CC=CC=2)(C2C=CC=CC=2)C2C=CC=CC=2)(C2C=CC=CC=2)C2C=CC=CC=2)=CC=1. The product is [C:1]([O:5][C:6]([N:8]1[CH2:12][CH2:11][CH2:10][CH:9]1[C:13]1[NH:14][C:15]([C:18]2[CH:30]=[CH:29][C:28]3[C:27]4[C:22](=[CH:23][C:24]([C:53]5[CH:54]=[CH:55][C:49]6[N:48]=[C:47]([CH:46]7[CH:45]8[CH2:65][CH:42]([CH2:43][CH2:44]8)[N:41]7[C:39]([O:38][C:34]([CH3:35])([CH3:37])[CH3:36])=[O:40])[NH:51][C:50]=6[CH:52]=5)=[CH:25][CH:26]=4)[C:21]([F:33])([F:32])[C:20]=3[CH:19]=2)=[CH:16][N:17]=1)=[O:7])([CH3:4])([CH3:3])[CH3:2]. The yield is 0.770. (6) The reactants are [ClH:1].[F:2][C:3]1[CH:4]=[C:5]([C:10]2[C:18]3[C:13](=[CH:14][C:15]([O:19][CH2:20][CH2:21][CH2:22][N:23]4[CH2:28][CH2:27][N:26]([S:29]([CH3:32])(=[O:31])=[O:30])[CH2:25][CH2:24]4)=[CH:16][CH:17]=3)[C:12](=[O:33])[C:11]=2C2C=NC3C(C=2)=CC=CC=3)[CH:6]=[C:7]([F:9])[CH:8]=1.O1CCN(CCO[C:53]2[CH:61]=[C:60]3[C:56]([C:57](C4C=CC=CC=4)=C(Br)C3=O)=[CH:55][CH:54]=2)CC1.B(O)(O)C1C=CC(C)=CC=1. No catalyst specified. The product is [ClH:1].[F:2][C:3]1[CH:4]=[C:5]([C:10]2[C:18]3[C:13](=[CH:14][C:15]([O:19][CH2:20][CH2:21][CH2:22][N:23]4[CH2:24][CH2:25][N:26]([S:29]([CH3:32])(=[O:31])=[O:30])[CH2:27][CH2:28]4)=[CH:16][CH:17]=3)[C:12](=[O:33])[C:11]=2[C:53]2[CH:61]=[CH:60][C:56]([CH3:57])=[CH:55][CH:54]=2)[CH:6]=[C:7]([F:9])[CH:8]=1. The yield is 0.750.